From a dataset of NCI-60 drug combinations with 297,098 pairs across 59 cell lines. Regression. Given two drug SMILES strings and cell line genomic features, predict the synergy score measuring deviation from expected non-interaction effect. (1) Drug 1: CC1C(C(CC(O1)OC2CC(CC3=C2C(=C4C(=C3O)C(=O)C5=C(C4=O)C(=CC=C5)OC)O)(C(=O)C)O)N)O.Cl. Drug 2: C1C(C(OC1N2C=NC3=C(N=C(N=C32)Cl)N)CO)O. Cell line: EKVX. Synergy scores: CSS=0.576, Synergy_ZIP=0.223, Synergy_Bliss=-1.61, Synergy_Loewe=-6.72, Synergy_HSA=-5.03. (2) Drug 1: C1CC(=O)NC(=O)C1N2CC3=C(C2=O)C=CC=C3N. Drug 2: COC1=C(C=C2C(=C1)N=CN=C2NC3=CC(=C(C=C3)F)Cl)OCCCN4CCOCC4. Cell line: OVCAR-4. Synergy scores: CSS=23.7, Synergy_ZIP=-3.32, Synergy_Bliss=3.76, Synergy_Loewe=-7.62, Synergy_HSA=4.22. (3) Drug 1: C(CN)CNCCSP(=O)(O)O. Drug 2: C1C(C(OC1N2C=NC3=C2NC=NCC3O)CO)O. Cell line: SK-MEL-2. Synergy scores: CSS=-1.17, Synergy_ZIP=4.10, Synergy_Bliss=8.78, Synergy_Loewe=-1.24, Synergy_HSA=-0.772. (4) Drug 1: CC(C)(C#N)C1=CC(=CC(=C1)CN2C=NC=N2)C(C)(C)C#N. Drug 2: C1=CC=C(C=C1)NC(=O)CCCCCCC(=O)NO. Cell line: 786-0. Synergy scores: CSS=11.8, Synergy_ZIP=-2.05, Synergy_Bliss=1.64, Synergy_Loewe=4.04, Synergy_HSA=2.94.